Dataset: Forward reaction prediction with 1.9M reactions from USPTO patents (1976-2016). Task: Predict the product of the given reaction. (1) Given the reactants [CH3:1][Si:2]([CH3:34])([CH3:33])[CH2:3][CH2:4][O:5][CH2:6][N:7]1[C:11]2=[N:12][CH:13]=[N:14][C:15]([O:16][C@H:17]3[CH2:22][CH2:21][CH2:20][N:19](C(OCC4C=CC=CC=4)=O)[CH2:18]3)=[C:10]2[CH:9]=[N:8]1, predict the reaction product. The product is: [NH:19]1[CH2:20][CH2:21][CH2:22][C@H:17]([O:16][C:15]2[N:14]=[CH:13][N:12]=[C:11]3[N:7]([CH2:6][O:5][CH2:4][CH2:3][Si:2]([CH3:34])([CH3:33])[CH3:1])[N:8]=[CH:9][C:10]=23)[CH2:18]1. (2) Given the reactants CC1C=CC(S(O[CH2:12][C@@H:13]2[O:18][C:17]3[CH:19]=[C:20]([S:24]([CH3:27])(=[O:26])=[O:25])[CH:21]=[C:22]([Cl:23])[C:16]=3[O:15][CH2:14]2)(=O)=O)=CC=1.[NH:28]1[CH2:32][CH2:31][CH2:30][CH2:29]1, predict the reaction product. The product is: [Cl:23][C:22]1[C:16]2[O:15][CH2:14][C@H:13]([CH2:12][N:28]3[CH2:32][CH2:31][CH2:30][CH2:29]3)[O:18][C:17]=2[CH:19]=[C:20]([S:24]([CH3:27])(=[O:25])=[O:26])[CH:21]=1.